From a dataset of Full USPTO retrosynthesis dataset with 1.9M reactions from patents (1976-2016). Predict the reactants needed to synthesize the given product. The reactants are: [CH2:1]([O:8][C:9]([N:11]1[CH2:16][CH2:15][NH:14][CH2:13][C@H:12]1[CH3:17])=[O:10])[C:2]1[CH:7]=[CH:6][CH:5]=[CH:4][CH:3]=1.[CH2:18]([O:25][C:26]1[CH:31]=[CH:30][C:29](Br)=[CH:28][CH:27]=1)[C:19]1[CH:24]=[CH:23][CH:22]=[CH:21][CH:20]=1.C(=O)([O-])[O-].[Cs+].[Cs+].F[B-](F)(F)F.C(P(C(C)(C)C)C(C)(C)C)(C)(C)C. Given the product [CH2:1]([O:8][C:9]([N:11]1[CH2:16][CH2:15][N:14]([C:29]2[CH:30]=[CH:31][C:26]([O:25][CH2:18][C:19]3[CH:24]=[CH:23][CH:22]=[CH:21][CH:20]=3)=[CH:27][CH:28]=2)[CH2:13][C@H:12]1[CH3:17])=[O:10])[C:2]1[CH:3]=[CH:4][CH:5]=[CH:6][CH:7]=1, predict the reactants needed to synthesize it.